Dataset: Full USPTO retrosynthesis dataset with 1.9M reactions from patents (1976-2016). Task: Predict the reactants needed to synthesize the given product. (1) Given the product [CH3:1][O:2][C:3]1[N:8]=[C:7]2[CH:9]=[CH:10][N:11]([CH3:18])[C:6]2=[CH:5][C:4]=1[B:12]([OH:14])[OH:13], predict the reactants needed to synthesize it. The reactants are: [CH3:1][O:2][C:3]1[N:8]=[C:7]2[CH:9]=[CH:10][NH:11][C:6]2=[CH:5][C:4]=1[B:12]([OH:14])[OH:13].[H-].[Na+].I[CH3:18]. (2) Given the product [C:22]([O:21][C:17](=[O:20])[CH:18]=[CH:19][C:2]1[CH:15]=[CH:14][C:13]2[C:4](=[C:5]([NH2:16])[C:6]3[C:11]([N:12]=2)=[CH:10][CH:9]=[CH:8][CH:7]=3)[CH:3]=1)([CH3:25])([CH3:24])[CH3:23], predict the reactants needed to synthesize it. The reactants are: N[C:2]1[CH:15]=[CH:14][C:13]2[C:4](=[C:5]([NH2:16])[C:6]3[C:11]([N:12]=2)=[CH:10][CH:9]=[CH:8][CH:7]=3)[CH:3]=1.[C:17]([O:21][C:22]([CH3:25])([CH3:24])[CH3:23])(=[O:20])[CH:18]=[CH2:19].C(N(CC)CC)C. (3) Given the product [CH3:3][O:15][C:14](=[O:16])[C:13]1[CH:17]=[CH:18][C:10]([C:8]#[N:9])=[CH:11][C:12]=1[F:19], predict the reactants needed to synthesize it. The reactants are: Cl.O1CCOC[CH2:3]1.[C:8]([C:10]1[CH:18]=[CH:17][C:13]([C:14]([OH:16])=[O:15])=[C:12]([F:19])[CH:11]=1)#[N:9]. (4) Given the product [Br:1][C:2]1[CH:3]=[CH:4][C:5]([C:8]2([C:11]([N:34]3[CH2:38][CH2:37][C@@:36]4([C:42]5[CH:43]=[CH:44][CH:45]=[CH:46][C:41]=5[C:40](=[O:47])[O:39]4)[CH2:35]3)=[O:13])[CH2:9][CH2:10]2)=[CH:6][CH:7]=1, predict the reactants needed to synthesize it. The reactants are: [Br:1][C:2]1[CH:7]=[CH:6][C:5]([C:8]2([C:11]([OH:13])=O)[CH2:10][CH2:9]2)=[CH:4][CH:3]=1.CN(C)C=O.CC1(C)C2CCC1(CS(O)(=O)=O)C(=O)C2.[NH:34]1[CH2:38][CH2:37][C@@:36]2([C:42]3[CH:43]=[CH:44][CH:45]=[CH:46][C:41]=3[C:40](=[O:47])[O:39]2)[CH2:35]1.F[P-](F)(F)(F)(F)F.N1(O[P+](N(C)C)(N(C)C)N(C)C)C2C=CC=CC=2N=N1.C(N(CC)C(C)C)(C)C. (5) Given the product [N:13]1[N:12]([C:7]2[CH:8]=[CH:9][C:10]([O:27][C:28]([F:31])([F:30])[F:29])=[CH:2][C:3]=2[C:4]([OH:6])=[O:5])[N:16]=[CH:15][CH:14]=1, predict the reactants needed to synthesize it. The reactants are: F[C:2]1[C:10](C)=[CH:9][CH:8]=[C:7]([N:12]2[N:16]=[CH:15][CH:14]=[N:13]2)[C:3]=1[C:4]([OH:6])=[O:5].IC1C=CC([O:27][C:28]([F:31])([F:30])[F:29])=CC=1C(O)=O. (6) Given the product [F:13][C:14]([F:21])([F:20])[C:15]1[CH:19]=[CH:18][N:17]([C:2]2[CH:7]=[CH:6][C:5]([C:8]3([C:11]#[N:12])[CH2:10][CH2:9]3)=[CH:4][CH:3]=2)[N:16]=1, predict the reactants needed to synthesize it. The reactants are: Br[C:2]1[CH:7]=[CH:6][C:5]([C:8]2([C:11]#[N:12])[CH2:10][CH2:9]2)=[CH:4][CH:3]=1.[F:13][C:14]([F:21])([F:20])[C:15]1[CH:19]=[CH:18][NH:17][N:16]=1.C1(C)C=CC=CC=1.CN(C)C=O.CN[C@H]1CCCC[C@@H]1NC.C(=O)([O-])[O-].[K+].[K+]. (7) Given the product [OH:2][C:3]1[C:4]([S:15][CH2:16][C:17]2[CH:18]=[CH:19][C:20]([C:23]3[CH:28]=[CH:27][C:26]([C:29]([F:32])([F:30])[F:31])=[CH:25][CH:24]=3)=[CH:21][CH:22]=2)=[CH:5][C:6]([CH3:14])=[C:7]([CH:13]=1)[O:8][CH2:9][C:10]([OH:12])=[O:11], predict the reactants needed to synthesize it. The reactants are: C[O:2][C:3]1[C:4]([S:15][CH2:16][C:17]2[CH:22]=[CH:21][C:20]([C:23]3[CH:28]=[CH:27][C:26]([C:29]([F:32])([F:31])[F:30])=[CH:25][CH:24]=3)=[CH:19][CH:18]=2)=[CH:5][C:6]([CH3:14])=[C:7]([CH:13]=1)[O:8][CH2:9][C:10]([OH:12])=[O:11].B(Br)(Br)Br.OS(O)(=O)=O. (8) The reactants are: [N+:1]([C:4]1[CH:5]=[C:6]2[C:11](=[CH:12][CH:13]=1)[NH:10][C:9](=[O:14])[CH2:8][CH2:7]2)([O-:3])=[O:2].Cl.Cl[CH2:17][CH2:18][CH:19]1[CH2:23][CH2:22][CH2:21][N:20]1[CH3:24].[I-].[Na+].C(=O)([O-])[O-].[K+].[K+]. Given the product [CH3:24][N:20]1[CH2:21][CH2:22][CH2:23][CH:19]1[CH2:18][CH2:17][N:10]1[C:11]2[C:6](=[CH:5][C:4]([N+:1]([O-:3])=[O:2])=[CH:13][CH:12]=2)[CH2:7][CH2:8][C:9]1=[O:14], predict the reactants needed to synthesize it.